This data is from Peptide-MHC class II binding affinity with 134,281 pairs from IEDB. The task is: Regression. Given a peptide amino acid sequence and an MHC pseudo amino acid sequence, predict their binding affinity value. This is MHC class II binding data. (1) The peptide sequence is LEVTEVFNFSQDDLL. The MHC is HLA-DQA10501-DQB10301 with pseudo-sequence HLA-DQA10501-DQB10301. The binding affinity (normalized) is 0.107. (2) The peptide sequence is AMRDMAGRFEVHAQT. The MHC is HLA-DPA10201-DPB10101 with pseudo-sequence HLA-DPA10201-DPB10101. The binding affinity (normalized) is 0.205. (3) The peptide sequence is KITMLTNGQCQNITVV. The MHC is DRB1_0401 with pseudo-sequence DRB1_0401. The binding affinity (normalized) is 0.320. (4) The peptide sequence is RQEKWMTGRMGERQL. The MHC is HLA-DQA10201-DQB10402 with pseudo-sequence HLA-DQA10201-DQB10402. The binding affinity (normalized) is 0.301. (5) The peptide sequence is GSMAKKGDEQKLRSA. The MHC is DRB4_0101 with pseudo-sequence DRB4_0103. The binding affinity (normalized) is 0. (6) The MHC is HLA-DQA10102-DQB10502 with pseudo-sequence HLA-DQA10102-DQB10502. The peptide sequence is FEIKCTKPEACSGEP. The binding affinity (normalized) is 0.